From a dataset of Catalyst prediction with 721,799 reactions and 888 catalyst types from USPTO. Predict which catalyst facilitates the given reaction. Reactant: C1CCC(N=C=NC2CCCCC2)CC1.Cl.[CH3:17][O:18][C:19]1[CH:24]=[CH:23][CH:22]=[CH:21][C:20]=1[NH:25][CH:26]([C:30]1[CH:35]=[CH:34][CH:33]=[CH:32][CH:31]=1)[C:27]([OH:29])=[O:28].C1C=CC2N(O)N=NC=2C=1.[N:46]12[CH2:53][CH2:52][CH:49]([CH2:50][CH2:51]1)[C@@H:48](O)[CH2:47]2. Product: [N:46]12[CH2:53][CH2:52][CH:49]([CH2:50][CH2:51]1)[C@@H:48]([O:28][C:27](=[O:29])[CH:26]([NH:25][C:20]1[CH:21]=[CH:22][CH:23]=[CH:24][C:19]=1[O:18][CH3:17])[C:30]1[CH:35]=[CH:34][CH:33]=[CH:32][CH:31]=1)[CH2:47]2. The catalyst class is: 1.